Dataset: Forward reaction prediction with 1.9M reactions from USPTO patents (1976-2016). Task: Predict the product of the given reaction. (1) Given the reactants [CH:14]1[CH:19]=[CH:18][C:17](P([C:14]2[CH:19]=[CH:18][CH:17]=[CH:16][CH:15]=2)[C:14]2[CH:19]=[CH:18][CH:17]=[CH:16][CH:15]=2)=[CH:16][CH:15]=1.[C:20]1(B(O)O)C=CC=CC=1.[O-]P([O-])([O-])=O.[K+].[K+].[K+].O.O=P12OP3(OP(OP(O3)(O1)=O)(=O)O2)=O.I[C:53]1[CH:58]=[CH:57][C:56]([O:59][CH3:60])=[CH:55][CH:54]=1, predict the reaction product. The product is: [CH3:60][O:59][C:56]1[CH:55]=[C:54]([C:14]2[CH:15]=[CH:16][C:17]([CH3:20])=[CH:18][CH:19]=2)[CH:53]=[CH:58][CH:57]=1. (2) Given the reactants [C:1]([O:5][C:6]([N:8]1[CH2:13][CH2:12][CH:11]([C:14]2[NH:15][C:16]([C:27]3[CH:32]=[CH:31][C:30]([O:33][CH3:34])=[CH:29][CH:28]=3)=[C:17]([C:19]3[CH:24]=[CH:23][C:22]([O:25][CH3:26])=[CH:21][CH:20]=3)[N:18]=2)[CH2:10][CH2:9]1)=[O:7])([CH3:4])([CH3:3])[CH3:2].Br[CH2:36][C:37]([O:39][CH3:40])=[O:38].C(=O)([O-])[O-].[K+].[K+], predict the reaction product. The product is: [C:1]([O:5][C:6]([N:8]1[CH2:13][CH2:12][CH:11]([C:14]2[N:18]([CH2:36][C:37]([O:39][CH3:40])=[O:38])[C:17]([C:19]3[CH:24]=[CH:23][C:22]([O:25][CH3:26])=[CH:21][CH:20]=3)=[C:16]([C:27]3[CH:28]=[CH:29][C:30]([O:33][CH3:34])=[CH:31][CH:32]=3)[N:15]=2)[CH2:10][CH2:9]1)=[O:7])([CH3:4])([CH3:3])[CH3:2]. (3) Given the reactants [C:1]1([C:7]2[NH:11][C:10]([C:12]3[CH:13]=[CH:14][CH:15]=[C:16]4[C:21]=3[CH:20]=[C:19]([OH:22])[CH:18]=[CH:17]4)=[C:9]([C:23]3[CH:28]=[CH:27][N:26]=[CH:25][CH:24]=3)[N:8]=2)[CH:6]=[CH:5][CH:4]=[CH:3][CH:2]=1.[C:29]1([N:35]=[C:36]=[O:37])[CH:34]=[CH:33][CH:32]=[CH:31][CH:30]=1.C(N(CC)CC)C, predict the reaction product. The product is: [C:1]1([C:7]2[NH:11][C:10]([C:12]3[CH:13]=[CH:14][CH:15]=[C:16]4[C:21]=3[CH:20]=[C:19]([O:22][C:36](=[O:37])[NH:35][C:29]3[CH:34]=[CH:33][CH:32]=[CH:31][CH:30]=3)[CH:18]=[CH:17]4)=[C:9]([C:23]3[CH:24]=[CH:25][N:26]=[CH:27][CH:28]=3)[N:8]=2)[CH:2]=[CH:3][CH:4]=[CH:5][CH:6]=1. (4) Given the reactants [Br:1][C:2]1[CH:9]=[CH:8][C:5]([NH:6][CH3:7])=[C:4]([N+:10]([O-:12])=[O:11])[C:3]=1F.[C:14]1([OH:20])[CH:19]=[CH:18][CH:17]=[CH:16][CH:15]=1, predict the reaction product. The product is: [Br:1][C:2]1[CH:9]=[CH:8][C:5]([NH:6][CH3:7])=[C:4]([N+:10]([O-:12])=[O:11])[C:3]=1[O:20][C:14]1[CH:19]=[CH:18][CH:17]=[CH:16][CH:15]=1. (5) Given the reactants [CH3:1][C:2]1([CH3:16])[C:6]([CH3:8])([CH3:7])[O:5][B:4]([C:9]2[CH:15]=[CH:14][C:12]([NH2:13])=[CH:11][CH:10]=2)[O:3]1.C(N(CC)CC)C.Cl[CH2:25][CH2:26][CH2:27][S:28](Cl)(=[O:30])=[O:29], predict the reaction product. The product is: [CH3:8][C:6]1([CH3:7])[C:2]([CH3:16])([CH3:1])[O:3][B:4]([C:9]2[CH:15]=[CH:14][C:12]([N:13]3[CH2:25][CH2:26][CH2:27][S:28]3(=[O:30])=[O:29])=[CH:11][CH:10]=2)[O:5]1. (6) Given the reactants F[C:2]1[CH:10]=[CH:9][C:5]([C:6]([OH:8])=[O:7])=[CH:4][C:3]=1[N+:11]([O-:13])=[O:12].[SH:14][CH2:15][CH2:16][OH:17].C(=O)([O-])[O-].[K+].[K+], predict the reaction product. The product is: [OH:17][CH2:16][CH2:15][S:14][C:2]1[CH:10]=[CH:9][C:5]([C:6]([OH:8])=[O:7])=[CH:4][C:3]=1[N+:11]([O-:13])=[O:12]. (7) The product is: [Cl:1][C:2]1[N:7]=[CH:6][C:5]([CH:8]=[O:9])=[C:4]([NH:10][CH2:11][CH3:12])[CH:3]=1. Given the reactants [Cl:1][C:2]1[N:7]=[CH:6][C:5]([CH2:8][OH:9])=[C:4]([NH:10][CH2:11][CH3:12])[CH:3]=1, predict the reaction product.